From a dataset of Forward reaction prediction with 1.9M reactions from USPTO patents (1976-2016). Predict the product of the given reaction. (1) Given the reactants F[C:2]1[CH:3]=[C:4]2[C:9](=[CH:10][C:11]=1[N+:12]([O-:14])=[O:13])[NH:8][C:7](=[O:15])[N:6]([NH:16][S:17]([CH3:20])(=[O:19])=[O:18])[C:5]2=[O:21].[NH2:22][C@H:23]([C:26]1[CH:31]=[CH:30][C:29]([O:32][CH3:33])=[C:28]([O:34][CH3:35])[CH:27]=1)[CH2:24][OH:25], predict the reaction product. The product is: [CH3:35][O:34][C:28]1[CH:27]=[C:26]([C@@H:23]([NH:22][C:2]2[CH:3]=[C:4]3[C:9](=[CH:10][C:11]=2[N+:12]([O-:14])=[O:13])[NH:8][C:7](=[O:15])[N:6]([NH:16][S:17]([CH3:20])(=[O:19])=[O:18])[C:5]3=[O:21])[CH2:24][OH:25])[CH:31]=[CH:30][C:29]=1[O:32][CH3:33]. (2) Given the reactants [C:1]([NH:4][CH:5]([C:9]#[N:10])[C:6]([O-:8])=[O:7])(=O)[CH3:2].[C:11]1([CH3:17])C=CC=CC=1.COC1C=CC(P2(SP(C3C=CC(OC)=CC=3)(=S)S2)=[S:27])=CC=1.Cl, predict the reaction product. The product is: [CH2:11]([O:8][C:6]([C:5]1[N:4]=[C:1]([CH3:2])[S:27][C:9]=1[NH2:10])=[O:7])[CH3:17]. (3) Given the reactants [Cl:1][C:2]1[CH:7]=[CH:6][C:5]([CH:8]([C:10]2[C:11]([F:17])=[N:12][CH:13]=[CH:14][C:15]=2[I:16])[OH:9])=[CH:4][CH:3]=1, predict the reaction product. The product is: [Cl:1][C:2]1[CH:3]=[CH:4][C:5]([C:8]([C:10]2[C:11]([F:17])=[N:12][CH:13]=[CH:14][C:15]=2[I:16])=[O:9])=[CH:6][CH:7]=1.